From a dataset of Forward reaction prediction with 1.9M reactions from USPTO patents (1976-2016). Predict the product of the given reaction. (1) Given the reactants [C:1]([O:4][C:5]1[CH:24]=[CH:23][C:8]([C:9]2[CH2:10][O:11][C:12]3[C:17]([CH:18]=2)=[CH:16][CH:15]=[C:14]([O:19][C:20](=[O:22])[CH3:21])[CH:13]=3)=[CH:7][CH:6]=1)(=[O:3])[CH3:2].[CH:25]1C=CC([C+](C2C=CC=CC=2)C2C=CC=CC=2)=CC=1.F[P-](F)(F)(F)(F)F.C[Zn]C, predict the reaction product. The product is: [C:1]([O:4][C:5]1[CH:24]=[CH:23][C:8]([C:9]2[CH:10]([CH3:25])[O:11][C:12]3[C:17]([CH:18]=2)=[CH:16][CH:15]=[C:14]([O:19][C:20](=[O:22])[CH3:21])[CH:13]=3)=[CH:7][CH:6]=1)(=[O:3])[CH3:2]. (2) Given the reactants [F:1][C:2]1[CH:7]=[CH:6][C:5]([C@@H:8]2[CH2:10][C@H:9]2[CH2:11][N:12]2C(=O)C3C(=CC=CC=3)C2=O)=[CH:4][CH:3]=1.O.NN, predict the reaction product. The product is: [F:1][C:2]1[CH:3]=[CH:4][C:5]([C@@H:8]2[CH2:10][C@H:9]2[CH2:11][NH2:12])=[CH:6][CH:7]=1. (3) The product is: [F:1][C:2]1[CH:7]=[C:6]([CH2:8][CH2:9][NH2:10])[CH:5]=[CH:4][C:3]=1[C:13]1[S:14][C:15]2[C:20]([N:21]=1)=[CH:19][CH:18]=[C:17]([C:22]1([C:25]3[CH:26]=[CH:27][CH:28]=[CH:29][CH:30]=3)[CH2:23][CH2:24]1)[N:16]=2. Given the reactants [F:1][C:2]1[CH:7]=[C:6]([CH:8]=[CH:9][N+:10]([O-])=O)[CH:5]=[CH:4][C:3]=1[C:13]1[S:14][C:15]2[C:20]([N:21]=1)=[CH:19][CH:18]=[C:17]([C:22]1([C:25]3[CH:30]=[CH:29][CH:28]=[CH:27][CH:26]=3)[CH2:24][CH2:23]1)[N:16]=2.C1COCC1.CO.O, predict the reaction product. (4) Given the reactants C(N(CC)CC)C.[Cl:8][C:9]1[CH:17]=[C:16]([Cl:18])[CH:15]=[CH:14][C:10]=1[C:11](Cl)=[O:12].[CH:19]1([CH2:22][C:23]2([CH2:28][NH2:29])[CH2:26][C:25](=[CH2:27])[CH2:24]2)[CH2:21][CH2:20]1, predict the reaction product. The product is: [Cl:8][C:9]1[CH:17]=[C:16]([Cl:18])[CH:15]=[CH:14][C:10]=1[C:11]([NH:29][CH2:28][C:23]1([CH2:22][CH:19]2[CH2:21][CH2:20]2)[CH2:24][C:25](=[CH2:27])[CH2:26]1)=[O:12]. (5) The product is: [Cl:34][C:35]1[CH:36]=[CH:37][C:38]([CH2:41][CH2:42][CH2:43][S:44]([N:17]2[CH2:18][CH2:19][N:14]([CH2:13][C@:2]3([CH3:1])[O:6][C:5]4=[N:7][C:8]([N+:10]([O-:12])=[O:11])=[CH:9][N:4]4[CH2:3]3)[CH2:15][CH2:16]2)(=[O:46])=[O:45])=[CH:39][CH:40]=1. Given the reactants [CH3:1][C@@:2]1([CH2:13][N:14]2[CH2:19][CH2:18][N:17](C(OC(C)(C)C)=O)[CH2:16][CH2:15]2)[O:6][C:5]2=[N:7][C:8]([N+:10]([O-:12])=[O:11])=[CH:9][N:4]2[CH2:3]1.C(N(CC)CC)C.[Cl:34][C:35]1[CH:40]=[CH:39][C:38]([CH2:41][CH2:42][CH2:43][S:44](Cl)(=[O:46])=[O:45])=[CH:37][CH:36]=1, predict the reaction product. (6) Given the reactants [F:1][C:2]1[CH:3]=[C:4]([C:8]2[C:17]3[C:12](=[CH:13][CH:14]=[C:15]([O:18][CH3:19])[CH:16]=3)[NH:11][C:10](=[O:20])[C:9]=2[C:21]#[N:22])[CH:5]=[CH:6][CH:7]=1.[H-].[Na+].[Br-].[Li+].CS(O[CH2:32][C:33]1[N:37]([CH3:38])[N:36]=[CH:35][N:34]=1)(=O)=O, predict the reaction product. The product is: [F:1][C:2]1[CH:3]=[C:4]([C:8]2[C:17]3[C:12](=[CH:13][CH:14]=[C:15]([O:18][CH3:19])[CH:16]=3)[N:11]([CH2:32][C:33]3[N:37]([CH3:38])[N:36]=[CH:35][N:34]=3)[C:10](=[O:20])[C:9]=2[C:21]#[N:22])[CH:5]=[CH:6][CH:7]=1. (7) Given the reactants FC(F)(F)C(O)=O.[Cl:8][C:9]1[CH:14]=[C:13]([C:15]([F:18])([F:17])[F:16])[CH:12]=[CH:11][C:10]=1[CH:19]([CH:21]1[CH2:23][CH2:22]1)O.[CH3:24][S:25][CH2:26][C:27]1[CH:28]=[CH:29][CH:30]=[C:31]2[C:35]=1[NH:34][CH:33]=[CH:32]2, predict the reaction product. The product is: [Cl:8][C:9]1[CH:14]=[C:13]([C:15]([F:18])([F:17])[F:16])[CH:12]=[CH:11][C:10]=1[CH:19]([CH:21]1[CH2:23][CH2:22]1)[C:32]1[C:31]2[C:35](=[C:27]([CH2:26][S:25][CH3:24])[CH:28]=[CH:29][CH:30]=2)[NH:34][CH:33]=1. (8) Given the reactants Br.[Br:2][C:3]1[C:27]([F:28])=[CH:26][C:6]2[O:7][C:8]3[CH:24]=[C:23]([F:25])[CH:22]=[CH:21][C:9]=3[C@H:10]3[C@H:15]([NH:16]C(=O)OC)[CH2:14][CH2:13][CH2:12][N:11]3[C:5]=2[CH:4]=1.[OH-].[Na+], predict the reaction product. The product is: [Br:2][C:3]1[C:27]([F:28])=[CH:26][C:6]2[O:7][C:8]3[CH:24]=[C:23]([F:25])[CH:22]=[CH:21][C:9]=3[C@H:10]3[C@H:15]([NH2:16])[CH2:14][CH2:13][CH2:12][N:11]3[C:5]=2[CH:4]=1. (9) The product is: [F:20][C:2]([F:1])([F:19])[C:3]1[CH:4]=[CH:5][C:6]([C:9]2[N:14]=[CH:13][N:12]=[C:11]([C:15]3[NH:17][O:18][C:21](=[O:22])[N:16]=3)[CH:10]=2)=[CH:7][CH:8]=1. Given the reactants [F:1][C:2]([F:20])([F:19])[C:3]1[CH:8]=[CH:7][C:6]([C:9]2[N:14]=[CH:13][N:12]=[C:11]([C:15](=[N:17][OH:18])[NH2:16])[CH:10]=2)=[CH:5][CH:4]=1.[C:21](N1C=CN=C1)(N1C=CN=C1)=[O:22].N12CCCN=C1CCCCC2.Cl, predict the reaction product. (10) Given the reactants Cl[CH2:2][C:3]1[CH:4]=[C:5]([CH:20]=[CH:21][CH:22]=1)[O:6][CH2:7][C:8]1[N:9]=[C:10]([C:14]2[CH:19]=[CH:18][CH:17]=[CH:16][CH:15]=2)[O:11][C:12]=1[CH3:13].[CH2:23]([O:25][C:26]1[CH:31]=[C:30]([OH:32])[CH:29]=[CH:28][C:27]=1[CH2:33][CH2:34][C:35]([O:37][CH2:38][CH3:39])=[O:36])[CH3:24].C(=O)([O-])[O-].[K+].[K+].CN(C)C=O, predict the reaction product. The product is: [CH2:23]([O:25][C:26]1[CH:31]=[C:30]([O:32][CH2:2][C:3]2[CH:22]=[CH:21][CH:20]=[C:5]([O:6][CH2:7][C:8]3[N:9]=[C:10]([C:14]4[CH:19]=[CH:18][CH:17]=[CH:16][CH:15]=4)[O:11][C:12]=3[CH3:13])[CH:4]=2)[CH:29]=[CH:28][C:27]=1[CH2:33][CH2:34][C:35]([O:37][CH2:38][CH3:39])=[O:36])[CH3:24].